Dataset: CYP2C9 substrate classification data from Carbon-Mangels et al.. Task: Regression/Classification. Given a drug SMILES string, predict its absorption, distribution, metabolism, or excretion properties. Task type varies by dataset: regression for continuous measurements (e.g., permeability, clearance, half-life) or binary classification for categorical outcomes (e.g., BBB penetration, CYP inhibition). Dataset: cyp2c9_substrate_carbonmangels. (1) The compound is COc1ccc2cc([C@H](C)C(=O)O)ccc2c1. The result is 1 (substrate). (2) The drug is CCOC(=O)Nc1ccc2c(c1)N(C(=O)CCN1CCOCC1)c1ccccc1S2. The result is 0 (non-substrate). (3) The drug is CN1C(=O)[C@@](C)(C2=CCCCC2)C(=O)N=C1O. The result is 1 (substrate). (4) The drug is N=C(N)N1CCc2ccccc2C1. The result is 0 (non-substrate). (5) The molecule is O=C1Cc2cc(CCN3CCN(c4nsc5ccccc45)CC3)c(Cl)cc2N1. The result is 0 (non-substrate).